Dataset: Catalyst prediction with 721,799 reactions and 888 catalyst types from USPTO. Task: Predict which catalyst facilitates the given reaction. (1) Reactant: [C:1](Cl)(=[O:4])[CH:2]=[CH2:3].[CH3:6][O:7][C:8]1[CH:13]=[C:12]([N:14]2[CH2:17][C:16]3([N:21]([CH3:22])[CH2:20][CH2:19][CH2:18]3)[CH2:15]2)[C:11]([NH2:23])=[CH:10][C:9]=1[NH:24][C:25]1[N:30]=[C:29]([C:31]2[CH:32]=[N:33][N:34]3[CH:39]=[CH:38][CH:37]=[CH:36][C:35]=23)[CH:28]=[CH:27][N:26]=1. Product: [CH3:6][O:7][C:8]1[C:9]([NH:24][C:25]2[N:30]=[C:29]([C:31]3[CH:32]=[N:33][N:34]4[CH:39]=[CH:38][CH:37]=[CH:36][C:35]=34)[CH:28]=[CH:27][N:26]=2)=[CH:10][C:11]([NH:23][C:1](=[O:4])[CH:2]=[CH2:3])=[C:12]([N:14]2[CH2:15][C:16]3([N:21]([CH3:22])[CH2:20][CH2:19][CH2:18]3)[CH2:17]2)[CH:13]=1. The catalyst class is: 61. (2) Reactant: [F:1][C:2]1[CH:10]=[CH:9][C:5]([C:6](O)=[O:7])=[CH:4][CH:3]=1.[CH3:11][O:12][C:13](=[O:24])[C:14]1[CH:19]=[CH:18][C:17]([O:20][CH3:21])=[C:16]([CH3:22])[C:15]=1[NH2:23].O. Product: [CH3:11][O:12][C:13](=[O:24])[C:14]1[CH:19]=[CH:18][C:17]([O:20][CH3:21])=[C:16]([CH3:22])[C:15]=1[NH:23][C:6](=[O:7])[C:5]1[CH:9]=[CH:10][C:2]([F:1])=[CH:3][CH:4]=1. The catalyst class is: 272. (3) Reactant: [CH3:1][O:2][C:3](=[O:21])[C:4]1[CH:9]=[CH:8][C:7]([CH2:10][NH:11][C:12]2[CH:17]=[CH:16][C:15]([OH:18])=[CH:14][C:13]=2[F:19])=[CH:6][C:5]=1[CH3:20].C=O.[C:24](O[BH-](OC(=O)C)OC(=O)C)(=O)C.[Na+]. Product: [CH3:1][O:2][C:3](=[O:21])[C:4]1[CH:9]=[CH:8][C:7]([CH2:10][N:11]([C:12]2[CH:17]=[CH:16][C:15]([OH:18])=[CH:14][C:13]=2[F:19])[CH3:24])=[CH:6][C:5]=1[CH3:20]. The catalyst class is: 15. (4) The catalyst class is: 13. Reactant: [OH:1][NH:2][C:3]([C:5]1([S:15]([C:18]2[CH:23]=[CH:22][C:21]([O:24][C:25]3[CH:30]=[CH:29][C:28]([O:31][C:32]([F:35])([F:34])[F:33])=[CH:27][CH:26]=3)=[CH:20][CH:19]=2)(=[O:17])=[O:16])[CH2:10][CH2:9][N:8]([CH2:11][CH2:12][O:13][CH3:14])[CH2:7][CH2:6]1)=[O:4].[C:36]([OH:39])(=[O:38])[CH3:37]. Product: [C:36]([OH:39])(=[O:38])[CH3:37].[OH:1][NH:2][C:3]([C:5]1([S:15]([C:18]2[CH:23]=[CH:22][C:21]([O:24][C:25]3[CH:26]=[CH:27][C:28]([O:31][C:32]([F:35])([F:33])[F:34])=[CH:29][CH:30]=3)=[CH:20][CH:19]=2)(=[O:17])=[O:16])[CH2:6][CH2:7][N:8]([CH2:11][CH2:12][O:13][CH3:14])[CH2:9][CH2:10]1)=[O:4].